Task: Predict the reaction yield, written as a fraction of the theoretical maximum amount of product (1.0 means a 100% yield; for example, 0.34 means a 34% yield).. Dataset: Reaction yield outcomes from USPTO patents with 853,638 reactions (1) The yield is 0.850. The reactants are C(O)C.[CH3:4][O:5][C:6](=[O:18])[C:7]1[CH:12]=[CH:11][C:10]([N+:13]([O-])=O)=[C:9]([CH:16]=[O:17])[CH:8]=1. The product is [CH:16]([C:9]1[CH:8]=[C:7]([CH:12]=[CH:11][C:10]=1[NH2:13])[C:6]([O:5][CH3:4])=[O:18])=[O:17]. The catalyst is [Fe].C(O)(=O)C. (2) The reactants are Br.[NH2:2][C:3]1[C:4]([OH:17])=[C:5]([C:9]2[CH:10]=[C:11]([C:14]([OH:16])=[O:15])[S:12][CH:13]=2)[CH:6]=[CH:7][CH:8]=1.[N:18]([O-])=O.[Na+].[CH2:22]1[C:30]2[C:25](=[CH:26][C:27]([N:31]3[C:35](=[O:36])[CH2:34][C:33]([CH3:37])=[N:32]3)=[CH:28][CH:29]=2)[CH2:24][CH2:23]1.C(=O)(O)[O-].[Na+]. The catalyst is Cl.C(O)C. The product is [OH:17][C:4]1[C:3]([NH:2][N:18]=[C:34]2[C:35](=[O:36])[N:31]([C:27]3[CH:26]=[C:25]4[C:30](=[CH:29][CH:28]=3)[CH2:22][CH2:23][CH2:24]4)[N:32]=[C:33]2[CH3:37])=[CH:8][CH:7]=[CH:6][C:5]=1[C:9]1[CH:10]=[C:11]([C:14]([OH:16])=[O:15])[S:12][CH:13]=1. The yield is 0.287. (3) The reactants are [Cl:1][C:2]1[C:9]([C:10]([F:13])([F:12])[F:11])=[CH:8][CH:7]=[CH:6][C:3]=1[CH:4]=[O:5].[CH3:14][Mg]Br.[NH4+].[Cl-]. The catalyst is C1COCC1. The product is [Cl:1][C:2]1[C:9]([C:10]([F:11])([F:12])[F:13])=[CH:8][CH:7]=[CH:6][C:3]=1[CH:4]([OH:5])[CH3:14]. The yield is 0.980. (4) The reactants are FC(F)(F)C(O)=O.[Cl:8][C:9]1[C:10]([F:40])=[C:11]([CH:15]2[C:19]([C:22]3[CH:27]=[CH:26][C:25]([Cl:28])=[CH:24][C:23]=3[F:29])([C:20]#[N:21])[CH:18]([CH2:30][C:31]3([CH2:35][CH3:36])[CH2:34][O:33][CH2:32]3)[NH:17][CH:16]2[C:37](O)=[O:38])[CH:12]=[CH:13][CH:14]=1.CC1(C)[O:46][C@@H:45]([CH2:47][CH2:48][NH2:49])[CH2:44][O:43]1.CN(C(ON1N=NC2C=CC=NC1=2)=[N+](C)C)C.F[P-](F)(F)(F)(F)F.CCN(C(C)C)C(C)C.Cl. The catalyst is C(Cl)Cl.O1CCCC1. The product is [OH:46][C@H:45]([CH2:44][OH:43])[CH2:47][CH2:48][NH:49][C:37]([CH:16]1[CH:15]([C:11]2[CH:12]=[CH:13][CH:14]=[C:9]([Cl:8])[C:10]=2[F:40])[C:19]([C:22]2[CH:27]=[CH:26][C:25]([Cl:28])=[CH:24][C:23]=2[F:29])([C:20]#[N:21])[CH:18]([CH2:30][C:31]2([CH2:35][CH3:36])[CH2:32][O:33][CH2:34]2)[NH:17]1)=[O:38]. The yield is 0.580. (5) The reactants are [CH:1]1([N:5]2[CH2:11][CH2:10][CH2:9][N:8]([C:12]([C@@H:14]3[CH2:18][C@H:17]([O:19][C:20]4[CH:25]=[CH:24][C:23]([F:26])=[CH:22][CH:21]=4)[CH2:16][NH:15]3)=[O:13])[CH2:7][CH2:6]2)[CH2:4][CH2:3][CH2:2]1.[CH2:27]=O.[Na]. The catalyst is C(O)C.[OH-].[Na+]. The product is [CH3:27][N:15]1[CH2:16][C@@H:17]([O:19][C:20]2[CH:21]=[CH:22][C:23]([F:26])=[CH:24][CH:25]=2)[CH2:18][C@H:14]1[C:12]([N:8]1[CH2:9][CH2:10][CH2:11][N:5]([CH:1]2[CH2:2][CH2:3][CH2:4]2)[CH2:6][CH2:7]1)=[O:13]. The yield is 0.630. (6) The reactants are [OH:1][CH2:2][CH:3]1[CH2:8][CH2:7][NH:6][CH2:5][CH2:4]1.C(=O)([O-])[O-].[K+].[K+].Cl[C:16]([O:18][CH3:19])=[O:17].Cl. The catalyst is O. The product is [CH3:19][O:18][C:16]([N:6]1[CH2:7][CH2:8][CH:3]([CH2:2][OH:1])[CH2:4][CH2:5]1)=[O:17]. The yield is 0.930.